Task: Predict the reaction yield, written as a fraction of the theoretical maximum amount of product (1.0 means a 100% yield; for example, 0.34 means a 34% yield).. Dataset: Reaction yield outcomes from USPTO patents with 853,638 reactions (1) The reactants are [CH2:1]([N:8]1[CH2:13][CH2:12][CH2:11][CH:10]([C:14]2[CH:19]=[CH:18][C:17]([NH:20][N:21]=C(C3C=CC=CC=3)C3C=CC=CC=3)=[CH:16][CH:15]=2)[CH2:9]1)[C:2]1[CH:7]=[CH:6][CH:5]=[CH:4][CH:3]=1.[ClH:35]. The catalyst is CCO. The product is [Cl-:35].[Cl-:35].[CH2:1]([NH+:8]1[CH2:13][CH2:12][CH2:11][CH:10]([C:14]2[CH:15]=[CH:16][C:17]([NH:20][NH3+:21])=[CH:18][CH:19]=2)[CH2:9]1)[C:2]1[CH:3]=[CH:4][CH:5]=[CH:6][CH:7]=1. The yield is 0.800. (2) The reactants are C([O-])(=O)C.[NH4+:5].[C:6]([CH2:8][C:9]([O:11]CC)=O)#[N:7].[CH3:14][C:15]([CH3:17])=O.[N+:18]([C:21]1[CH:28]=[CH:27][C:24]([CH:25]=O)=[CH:23][CH:22]=1)([O-:20])=[O:19]. No catalyst specified. The product is [CH3:14][C:15]1[NH:5][C:9](=[O:11])[C:8]([C:6]#[N:7])=[C:25]([C:24]2[CH:27]=[CH:28][C:21]([N+:18]([O-:20])=[O:19])=[CH:22][CH:23]=2)[CH:17]=1. The yield is 0.460. (3) The reactants are [Br:1][C:2]1[CH:3]=[CH:4][C:5]([F:24])=[C:6]([C:8]([NH:17][S@@](C(C)(C)C)=O)([CH3:16])[CH2:9][C:10]2[CH2:15][CH2:14][CH2:13][CH2:12][CH:11]=2)[CH:7]=1.Cl. The catalyst is CO. The product is [Br:1][C:2]1[CH:3]=[CH:4][C:5]([F:24])=[C:6]([C:8]([NH2:17])([CH3:16])[CH2:9][C:10]2[CH2:15][CH2:14][CH2:13][CH2:12][CH:11]=2)[CH:7]=1. The yield is 0.407. (4) The reactants are [C:1]([O:5][C:6]([NH:8][C:9]1[CH:17]=[CH:16][C:12]([C:13]([OH:15])=O)=[CH:11][CH:10]=1)=[O:7])([CH3:4])([CH3:3])[CH3:2].Cl.[NH:19]1[CH:23]=[CH:22][N:21]=[C:20]1[C:24]1[CH:25]=[CH:26][C:27]([CH3:31])=[C:28]([CH:30]=1)[NH2:29].CCN(C(C)C)C(C)C.CN(C(ON1N=NC2C=CC=NC1=2)=[N+](C)C)C.F[P-](F)(F)(F)(F)F. The catalyst is [Cl-].[Na+].O.CN(C=O)C. The product is [NH:19]1[CH:23]=[CH:22][N:21]=[C:20]1[C:24]1[CH:25]=[CH:26][C:27]([CH3:31])=[C:28]([NH:29][C:13]([C:12]2[CH:11]=[CH:10][C:9]([NH:8][C:6](=[O:7])[O:5][C:1]([CH3:2])([CH3:3])[CH3:4])=[CH:17][CH:16]=2)=[O:15])[CH:30]=1. The yield is 0.423. (5) The catalyst is C(Cl)Cl. The yield is 0.930. The reactants are [Br:1][C:2]1[CH:3]=[C:4]([CH:9]([CH:11]2[CH2:13][CH2:12]2)O)[CH:5]=[C:6]([Cl:8])[CH:7]=1.C([SiH](CC)CC)C.C([O-])(O)=O.[Na+]. The product is [Br:1][C:2]1[CH:3]=[C:4]([CH2:9][CH:11]2[CH2:13][CH2:12]2)[CH:5]=[C:6]([Cl:8])[CH:7]=1. (6) The reactants are [C:1]([C:5]1[C:29]([C:30]2[CH:35]=[CH:34][C:33]([CH3:36])=[CH:32][CH:31]=2)=[C:8]2[N:9]=[C:10]([CH3:28])[C:11]([CH:20]([CH2:25][CH2:26][CH3:27])[C:21]([O:23]C)=[O:22])=[C:12]([C:13]3[CH:18]=[CH:17][C:16]([CH3:19])=[CH:15][CH:14]=3)[N:7]2[N:6]=1)([CH3:4])([CH3:3])[CH3:2].[OH-].[Na+]. The catalyst is CO. The product is [C:1]([C:5]1[C:29]([C:30]2[CH:35]=[CH:34][C:33]([CH3:36])=[CH:32][CH:31]=2)=[C:8]2[N:9]=[C:10]([CH3:28])[C:11]([CH:20]([CH2:25][CH2:26][CH3:27])[C:21]([OH:23])=[O:22])=[C:12]([C:13]3[CH:14]=[CH:15][C:16]([CH3:19])=[CH:17][CH:18]=3)[N:7]2[N:6]=1)([CH3:2])([CH3:3])[CH3:4]. The yield is 0.960. (7) The reactants are [C:1]([C:5]1[NH:6][C:7]2[CH:8]=[CH:9][C:10]([N+:16]([O-])=O)=[C:11]([C:14]#[N:15])[C:12]=2[CH:13]=1)([CH3:4])([CH3:3])[CH3:2]. The catalyst is CCOC(C)=O.[Ni]. The product is [NH2:16][C:10]1[CH:9]=[CH:8][C:7]2[NH:6][C:5]([C:1]([CH3:2])([CH3:4])[CH3:3])=[CH:13][C:12]=2[C:11]=1[C:14]#[N:15]. The yield is 0.510. (8) The reactants are [CH:1]1([S:4]([O:7][CH2:8][CH2:9][CH2:10][CH3:11])(=[O:6])=[O:5])[CH2:3][CH2:2]1.[Li][CH2:13]CCC.IC. The catalyst is C1COCC1. The product is [CH3:13][C:1]1([S:4]([O:7][CH2:8][CH2:9][CH2:10][CH3:11])(=[O:6])=[O:5])[CH2:3][CH2:2]1. The yield is 0.490.